From a dataset of Reaction yield outcomes from USPTO patents with 853,638 reactions. Predict the reaction yield, written as a fraction of the theoretical maximum amount of product (1.0 means a 100% yield; for example, 0.34 means a 34% yield). (1) The reactants are [CH:1]1([C:7]2[C:8]3[S:20][C:19]([C:21]([O:23]C)=[O:22])=[CH:18][C:9]=3[NH:10][C:11]=2[C:12]2[CH:17]=[CH:16][CH:15]=[CH:14][CH:13]=2)[CH2:6][CH2:5][CH2:4][CH2:3][CH2:2]1.[H-].[Na+].S(OC)(O[CH3:31])(=O)=O.[OH-].[Na+]. The catalyst is C1COCC1.CO. The product is [CH:1]1([C:7]2[C:8]3[S:20][C:19]([C:21]([OH:23])=[O:22])=[CH:18][C:9]=3[N:10]([CH3:31])[C:11]=2[C:12]2[CH:13]=[CH:14][CH:15]=[CH:16][CH:17]=2)[CH2:2][CH2:3][CH2:4][CH2:5][CH2:6]1. The yield is 0.420. (2) The reactants are [C:1]([O:5][C:6](=[O:21])[NH:7][C:8]1[CH:13]=[CH:12][C:11]([C:14]([CH3:17])([CH3:16])[CH3:15])=[C:10]([N+:18]([O-])=O)[CH:9]=1)([CH3:4])([CH3:3])[CH3:2]. The catalyst is CO.[Pd]. The product is [C:1]([O:5][C:6](=[O:21])[NH:7][C:8]1[CH:13]=[CH:12][C:11]([C:14]([CH3:17])([CH3:16])[CH3:15])=[C:10]([NH2:18])[CH:9]=1)([CH3:4])([CH3:2])[CH3:3]. The yield is 0.930.